This data is from Forward reaction prediction with 1.9M reactions from USPTO patents (1976-2016). The task is: Predict the product of the given reaction. (1) The product is: [C:1]([C:4]1[CH:5]=[C:6]([C:27]#[N:28])[C:7]([N:18]2[CH2:19][CH2:20][CH:21]([C:24]([NH:72][S:69]([CH2:68][C:62]3[CH:63]=[CH:64][CH:65]=[CH:66][CH:67]=3)(=[O:70])=[O:71])=[O:25])[CH2:22][CH2:23]2)=[N:8][C:9]=1[CH2:10][N:11]1[CH2:16][CH2:15][CH2:14][CH2:13][C:12]1=[O:17])(=[O:3])[CH3:2]. Given the reactants [C:1]([C:4]1[CH:5]=[C:6]([C:27]#[N:28])[C:7]([N:18]2[CH2:23][CH2:22][CH:21]([C:24](O)=[O:25])[CH2:20][CH2:19]2)=[N:8][C:9]=1[CH2:10][N:11]1[CH2:16][CH2:15][CH2:14][CH2:13][C:12]1=[O:17])(=[O:3])[CH3:2].CCN(C(C)C)C(C)C.F[P-](F)(F)(F)(F)F.Br[P+](N1CCCC1)(N1CCCC1)N1CCCC1.[C:62]1([CH2:68][S:69]([NH2:72])(=[O:71])=[O:70])[CH:67]=[CH:66][CH:65]=[CH:64][CH:63]=1.Cl, predict the reaction product. (2) Given the reactants [C:1]([C:5]1[CH:10]=[CH:9][C:8]([S:11]([NH:14][C:15]2[CH:16]=[C:17]3[C:21](=[CH:22][CH:23]=2)[NH:20][C:19]([C:24]([OH:26])=O)=[C:18]3[C:27]2[CH:32]=[CH:31][CH:30]=[C:29]([F:33])[CH:28]=2)(=[O:13])=[O:12])=[CH:7][CH:6]=1)([CH3:4])([CH3:3])[CH3:2].[NH2:34][CH2:35][CH2:36][N:37]1[CH2:42][CH2:41][O:40][CH2:39][CH2:38]1, predict the reaction product. The product is: [N:37]1([CH2:36][CH2:35][NH:34][C:24]([C:19]2[NH:20][C:21]3[C:17]([C:18]=2[C:27]2[CH:32]=[CH:31][CH:30]=[C:29]([F:33])[CH:28]=2)=[CH:16][C:15]([NH:14][S:11]([C:8]2[CH:9]=[CH:10][C:5]([C:1]([CH3:4])([CH3:2])[CH3:3])=[CH:6][CH:7]=2)(=[O:13])=[O:12])=[CH:23][CH:22]=3)=[O:26])[CH2:42][CH2:41][O:40][CH2:39][CH2:38]1. (3) Given the reactants [CH2:1]([O:3][C:4](=[O:24])[CH:5]=[C:6]([C:13]1[CH:21]=[C:20]2[C:16]([CH:17]=[CH:18][NH:19]2)=[C:15]([O:22][CH3:23])[CH:14]=1)[C:7]1[CH:12]=[CH:11][CH:10]=[CH:9][N:8]=1)[CH3:2].N1C2C(=CC=CC=2C(C2C=CC=CC=2)CC(NC)=O)C=C1, predict the reaction product. The product is: [CH2:1]([O:3][C:4](=[O:24])[CH2:5][CH:6]([C:13]1[CH:21]=[C:20]2[C:16]([CH:17]=[CH:18][NH:19]2)=[C:15]([O:22][CH3:23])[CH:14]=1)[C:7]1[CH:12]=[CH:11][CH:10]=[CH:9][N:8]=1)[CH3:2].